From a dataset of Peptide-MHC class I binding affinity with 185,985 pairs from IEDB/IMGT. Regression. Given a peptide amino acid sequence and an MHC pseudo amino acid sequence, predict their binding affinity value. This is MHC class I binding data. (1) The peptide sequence is ISRMLINRF. The MHC is HLA-B57:01 with pseudo-sequence HLA-B57:01. The binding affinity (normalized) is 0.744. (2) The peptide sequence is MQYLNPPPY. The MHC is SLA-30401 with pseudo-sequence SLA-30401. The binding affinity (normalized) is 0.0847. (3) The peptide sequence is KMARTIESEV. The MHC is HLA-A02:01 with pseudo-sequence HLA-A02:01. The binding affinity (normalized) is 0.540. (4) The peptide sequence is KTSSVARLR. The MHC is HLA-A11:01 with pseudo-sequence HLA-A11:01. The binding affinity (normalized) is 0.604. (5) The peptide sequence is MLMFITSSH. The MHC is HLA-A11:01 with pseudo-sequence HLA-A11:01. The binding affinity (normalized) is 0.541.